Dataset: Forward reaction prediction with 1.9M reactions from USPTO patents (1976-2016). Task: Predict the product of the given reaction. (1) Given the reactants [CH3:1][O:2][C:3]1[C:12]2[C:7](=[CH:8][CH:9]=[CH:10][CH:11]=2)[CH:6]=[C:5]([CH2:13]O)[CH:4]=1.C(N(CC)CC)C.CS([Cl:26])(=O)=O, predict the reaction product. The product is: [Cl:26][CH2:13][C:5]1[CH:4]=[C:3]([O:2][CH3:1])[C:12]2[C:7]([CH:6]=1)=[CH:8][CH:9]=[CH:10][CH:11]=2. (2) Given the reactants [C:1]([O:5][C:6](=[O:19])[NH:7][CH2:8][CH2:9][CH2:10][C:11]1[CH:12]=[N:13][C:14]([CH3:18])=[C:15]([NH2:17])[CH:16]=1)([CH3:4])([CH3:3])[CH3:2].[CH2:20]([O:27][C:28]([NH:30][C:31](=[N:34][C:35]([O:37][CH2:38][C:39]1[CH:44]=[CH:43][CH:42]=[CH:41][CH:40]=1)=[O:36])SC)=[O:29])[C:21]1[CH:26]=[CH:25][CH:24]=[CH:23][CH:22]=1, predict the reaction product. The product is: [C:1]([O:5][C:6]([NH:7][CH2:8][CH2:9][CH2:10][C:11]1[CH:16]=[C:15]([NH:17]/[C:31](/[NH:34][C:35](=[O:36])[O:37][CH2:38][C:39]2[CH:44]=[CH:43][CH:42]=[CH:41][CH:40]=2)=[N:30]/[C:28](=[O:29])[O:27][CH2:20][C:21]2[CH:22]=[CH:23][CH:24]=[CH:25][CH:26]=2)[C:14]([CH3:18])=[N:13][CH:12]=1)=[O:19])([CH3:3])([CH3:4])[CH3:2]. (3) The product is: [S:4]1[C:5]2=[N:6][CH:7]=[CH:8][CH:9]=[C:10]2[C:2]([C:11]#[N:12])=[CH:3]1. Given the reactants Br[C:2]1[C:10]2[C:5](=[N:6][CH:7]=[CH:8][CH:9]=2)[S:4][CH:3]=1.[C:11]([Cu])#[N:12], predict the reaction product. (4) Given the reactants CN(C(F)=[N+](C)C)C.F[P-](F)(F)(F)(F)F.CCN(C(C)C)C(C)C.[F:25][C:26]1[CH:27]=[C:28]([CH:32]=[CH:33][CH:34]=1)[C:29]([OH:31])=O.[Cl:35][C:36]1[CH:37]=[C:38]([C:42]#[C:43][C:44]2([OH:50])[CH2:49][CH2:48][NH:47][CH2:46][CH2:45]2)[CH:39]=[CH:40][CH:41]=1, predict the reaction product. The product is: [Cl:35][C:36]1[CH:37]=[C:38]([C:42]#[C:43][C:44]2([OH:50])[CH2:49][CH2:48][N:47]([C:29]([C:28]3[CH:32]=[CH:33][CH:34]=[C:26]([F:25])[CH:27]=3)=[O:31])[CH2:46][CH2:45]2)[CH:39]=[CH:40][CH:41]=1. (5) Given the reactants [Br:1][C:2]1[C:3]([C:7]([O:9][CH2:10][CH3:11])=[O:8])=[N:4][NH:5][CH:6]=1.N12CCCN=C1CCCCC2.[C:23]([CH:25]=[C:26]1[CH2:29][N:28]([C:30]2[C:44]([F:45])=[CH:43][C:33]([C:34]([NH:36][C@@H:37]([CH3:42])[C:38]([F:41])([F:40])[F:39])=[O:35])=[C:32]([F:46])[CH:31]=2)[CH2:27]1)#[N:24], predict the reaction product. The product is: [Br:1][C:2]1[C:3]([C:7]([O:9][CH2:10][CH3:11])=[O:8])=[N:4][N:5]([C:26]2([CH2:25][C:23]#[N:24])[CH2:29][N:28]([C:30]3[CH:31]=[C:32]([F:46])[C:33]([C:34]([NH:36][C@@H:37]([CH3:42])[C:38]([F:39])([F:41])[F:40])=[O:35])=[CH:43][C:44]=3[F:45])[CH2:27]2)[CH:6]=1.